Dataset: Full USPTO retrosynthesis dataset with 1.9M reactions from patents (1976-2016). Task: Predict the reactants needed to synthesize the given product. (1) The reactants are: [CH3:1][O:2][C:3](=O)[C@H:4]([CH2:6][CH:7]([CH3:9])[CH3:8])[NH2:5].O[CH2:12][C@@H:13](N)[CH2:14]C(C)C.OCCN.C(=O)C(C)C. Given the product [CH:13]([CH:1]1[NH:5][C@@H:4]([CH2:6][CH:7]([CH3:9])[CH3:8])[CH2:3][O:2]1)([CH3:14])[CH3:12], predict the reactants needed to synthesize it. (2) Given the product [OH:13][CH2:12][C:9]1[CH:10]=[CH:11][N:6]([C:3]2[CH:4]=[CH:5][S:1][CH:2]=2)[C:7](=[O:14])[CH:8]=1, predict the reactants needed to synthesize it. The reactants are: [S:1]1[CH:5]=[CH:4][C:3]([N:6]2[CH:11]=[CH:10][C:9]([CH:12]=[O:13])=[CH:8][C:7]2=[O:14])=[CH:2]1.[BH4-].[Na+]. (3) Given the product [ClH:41].[O:38]1[CH2:37][CH2:36][N:35]([C:24]2[N:23]=[C:22]([NH:21][C:18]3[CH:19]=[CH:20][C:15]([CH2:14][N:11]4[CH2:10][CH2:9][NH:8][CH2:13][CH2:12]4)=[CH:16][CH:17]=3)[C:27]3[C:28](=[O:29])[NH:44][N:43]=[CH:33][C:26]=3[N:25]=2)[CH2:40][CH2:39]1, predict the reactants needed to synthesize it. The reactants are: C(OC([N:8]1[CH2:13][CH2:12][N:11]([CH2:14][C:15]2[CH:20]=[CH:19][C:18]([NH:21][C:22]3[C:27]([C:28](OCC)=[O:29])=[C:26]([CH:33]=O)[N:25]=[C:24]([N:35]4[CH2:40][CH2:39][O:38][CH2:37][CH2:36]4)[N:23]=3)=[CH:17][CH:16]=2)[CH2:10][CH2:9]1)=O)(C)(C)C.[ClH:41].Cl.[NH2:43][NH2:44]. (4) Given the product [NH2:8][C:9]1[CH:14]=[CH:13][C:12]([NH2:15])=[CH:11][C:10]=1[S:18]([NH2:21])(=[O:19])=[O:20], predict the reactants needed to synthesize it. The reactants are: C([NH:8][C:9]1[CH:14]=[CH:13][C:12]([N+:15]([O-])=O)=[CH:11][C:10]=1[S:18]([NH2:21])(=[O:20])=[O:19])C1C=CC=CC=1.O.